Dataset: Reaction yield outcomes from USPTO patents with 853,638 reactions. Task: Predict the reaction yield, written as a fraction of the theoretical maximum amount of product (1.0 means a 100% yield; for example, 0.34 means a 34% yield). (1) The reactants are [CH2:1]([C:4]1[CH:9]=[CH:8][N+:7]([O-])=[CH:6][C:5]=1C1C=CC=CC=1)[CH2:2][CH3:3].ClCCl.CN(C)C(Cl)=O.[C:26](=O)([O-:28])[O-:27].[K+].[K+]. The catalyst is Cl. The product is [CH2:1]([C:4]1[CH:5]=[CH:6][N:7]=[C:8]([C:26]([OH:28])=[O:27])[CH:9]=1)[CH2:2][CH3:3]. The yield is 0.860. (2) The reactants are C[O-].[Na+].[N+](C(C)C)([O-])=[O:5].[Cl:10][C:11]1[C:12]([CH3:20])=[C:13]([C:16]([Cl:19])=[CH:17][CH:18]=1)[CH2:14]Br.Cl. The catalyst is CO.O. The product is [Cl:10][C:11]1[C:12]([CH3:20])=[C:13]([C:16]([Cl:19])=[CH:17][CH:18]=1)[CH:14]=[O:5]. The yield is 0.943. (3) The reactants are [CH3:1][O:2][C:3]1[N:8]=[C:7]([C:9]2[CH:10]=[C:11]([CH:14]=[CH:15][CH:16]=2)[CH:12]=[O:13])[CH:6]=[C:5]([NH:17][CH2:18][CH2:19][C:20]2[CH:25]=[CH:24][C:23]([O:26][CH3:27])=[CH:22][CH:21]=2)[N:4]=1.[BH4-].[Na+]. The catalyst is C(Cl)Cl.CO. The product is [CH3:1][O:2][C:3]1[N:8]=[C:7]([C:9]2[CH:10]=[C:11]([CH2:12][OH:13])[CH:14]=[CH:15][CH:16]=2)[CH:6]=[C:5]([NH:17][CH2:18][CH2:19][C:20]2[CH:21]=[CH:22][C:23]([O:26][CH3:27])=[CH:24][CH:25]=2)[N:4]=1. The yield is 1.00. (4) The reactants are Br[C:2]1[CH:3]=[C:4]([C:8](=[O:24])[C:9]([C:11]2[CH:16]=[CH:15][C:14]([O:17][CH:18]([F:20])[F:19])=[C:13]([CH:21]3[CH2:23][CH2:22]3)[CH:12]=2)=[O:10])[CH:5]=[CH:6][CH:7]=1.[Al].[CH3:26][CH:27]([CH3:30])[C:28]#[CH:29]. The catalyst is C(N(CC)CC)C.[Cu](I)I.[Pd].C1(P(C2C=CC=CC=2)C2C=CC=CC=2)C=CC=CC=1.C1(P(C2C=CC=CC=2)C2C=CC=CC=2)C=CC=CC=1.C1(P(C2C=CC=CC=2)C2C=CC=CC=2)C=CC=CC=1.C1(P(C2C=CC=CC=2)C2C=CC=CC=2)C=CC=CC=1. The product is [CH:21]1([C:13]2[CH:12]=[C:11]([C:9](=[O:10])[C:8]([C:4]3[CH:5]=[CH:6][CH:7]=[C:2]([C:29]#[C:28][CH:27]([CH3:30])[CH3:26])[CH:3]=3)=[O:24])[CH:16]=[CH:15][C:14]=2[O:17][CH:18]([F:20])[F:19])[CH2:23][CH2:22]1. The yield is 0.710. (5) The reactants are Cl.[NH2:2][C:3]1[CH:32]=[CH:31][C:6]2[NH:7][C:8]([C:13]3[C:14](=[O:30])[C:15]([CH3:29])([CH2:24][CH2:25][CH:26]([CH3:28])[CH3:27])[C:16]4[C:21]([C:22]=3[OH:23])=[CH:20][CH:19]=[CH:18][CH:17]=4)=[N:9][S:10](=[O:12])(=[O:11])[C:5]=2[CH:4]=1.[C:33]([NH:38][S:39](Cl)(=[O:41])=[O:40])(=[O:37])[CH2:34][CH2:35][CH3:36].C(N(CC)CC)C. The catalyst is ClCCl. The product is [OH:23][C:22]1[C:21]2[C:16](=[CH:17][CH:18]=[CH:19][CH:20]=2)[C:15]([CH3:29])([CH2:24][CH2:25][CH:26]([CH3:28])[CH3:27])[C:14](=[O:30])[C:13]=1[C:8]1[NH:7][C:6]2[CH:31]=[CH:32][C:3]([NH:2][S:39]([NH:38][C:33](=[O:37])[CH2:34][CH2:35][CH3:36])(=[O:41])=[O:40])=[CH:4][C:5]=2[S:10](=[O:12])(=[O:11])[N:9]=1. The yield is 0.590. (6) The reactants are I[C:2]1[CH:3]=[C:4]([NH:8][S:9]([CH3:12])(=[O:11])=[O:10])[CH:5]=[CH:6][CH:7]=1.[CH2:13]([OH:16])[CH:14]=[CH2:15].C(=O)([O-])O.[Na+]. The catalyst is [Cl-].C([N+](CCCC)(CCCC)CCCC)CCC.CN(C)C=O.Cl.[Pd](Cl)Cl. The product is [O:16]=[CH:13][CH2:14][CH2:15][C:2]1[CH:3]=[C:4]([NH:8][S:9]([CH3:12])(=[O:11])=[O:10])[CH:5]=[CH:6][CH:7]=1. The yield is 0.600. (7) The reactants are Cl.[O:2]=[C:3]([N:13]1[CH2:18][CH2:17][CH2:16][C@@H:15]([NH:19][C:20]2[CH:25]=[N:24][CH:23]=[C:22]([C:26]3[CH:27]=[N:28][N:29]4[CH:34]=[CH:33][CH:32]=[CH:31][C:30]=34)[N:21]=2)[CH2:14]1)[CH2:4][NH:5]C(=O)OC(C)(C)C. The catalyst is O1CCOCC1.CO. The product is [NH2:5][CH2:4][C:3]([N:13]1[CH2:18][CH2:17][CH2:16][C@@H:15]([NH:19][C:20]2[CH:25]=[N:24][CH:23]=[C:22]([C:26]3[CH:27]=[N:28][N:29]4[CH:34]=[CH:33][CH:32]=[CH:31][C:30]=34)[N:21]=2)[CH2:14]1)=[O:2]. The yield is 0.950. (8) The reactants are [H][H].[OH:3][C:4]1[CH:5]=[C:6]([CH2:12][CH2:13][C:14](O)=[O:15])[CH:7]=[CH:8][C:9]=1[O:10][CH3:11].C(OC(=O)C(C)(C)C)(=O)C(C)(C)C.C1(P(C2C=CC=CC=2)C2C=CC=CC=2)C=CC=CC=1. The catalyst is C([O-])(=O)C.[Pd+2].C([O-])(=O)C.O1CCCC1. The product is [OH:3][C:4]1[CH:5]=[C:6]([CH2:12][CH2:13][CH:14]=[O:15])[CH:7]=[CH:8][C:9]=1[O:10][CH3:11]. The yield is 0.480.